This data is from Reaction yield outcomes from USPTO patents with 853,638 reactions. The task is: Predict the reaction yield, written as a fraction of the theoretical maximum amount of product (1.0 means a 100% yield; for example, 0.34 means a 34% yield). (1) The reactants are [CH2:1]([C:4]1([CH3:22])[C:8]2[N:9]=[C:10]([Cl:19])[N:11]=[C:12]([N:13]3[CH2:18][CH2:17][O:16][CH2:15][CH2:14]3)[C:7]=2[N:6]([CH3:20])[C:5]1=[O:21])[CH:2]=C.C[N+]1([O-])CC[O:27]CC1.S([O-])([O-])=O.[Na+].[Na+].I([O-])(=O)(=O)=O.[Na+]. The catalyst is C1COCC1.O.C(O)(C)(C)C.C(OCC)(=O)C.[Os](=O)(=O)(=O)=O. The product is [Cl:19][C:10]1[N:11]=[C:12]([N:13]2[CH2:14][CH2:15][O:16][CH2:17][CH2:18]2)[C:7]2[N:6]([CH3:20])[C:5](=[O:21])[C:4]([CH2:1][CH:2]=[O:27])([CH3:22])[C:8]=2[N:9]=1. The yield is 0.990. (2) The reactants are [CH:1]([C:4]1[CH:9]=[CH:8][C:7]([NH:10][C:11]([C:13]2[CH:18]=[C:17]([C:19]3[CH:24]=[C:23]([NH:25]C(=O)OCC4C=CC=CC=4)[C:22](=[O:36])[NH:21][CH:20]=3)[CH:16]=[CH:15][N:14]=2)=[O:12])=[CH:6][C:5]=1[CH3:37])([CH3:3])[CH3:2]. The catalyst is CO.[OH-].[OH-].[Pd+2]. The product is [NH2:25][C:23]1[C:22](=[O:36])[NH:21][CH:20]=[C:19]([C:17]2[CH:16]=[CH:15][N:14]=[C:13]([C:11]([NH:10][C:7]3[CH:8]=[CH:9][C:4]([CH:1]([CH3:2])[CH3:3])=[C:5]([CH3:37])[CH:6]=3)=[O:12])[CH:18]=2)[CH:24]=1. The yield is 0.800. (3) The reactants are [CH2:1]([O:8][C@H:9]([CH2:14][CH2:15][CH2:16][CH2:17][CH2:18][CH2:19][CH2:20][CH2:21][CH2:22][CH2:23][CH3:24])[CH2:10][C:11]([OH:13])=[O:12])[C:2]1[CH:7]=[CH:6][CH:5]=[CH:4][CH:3]=1.C1CCC(N=C=NC2CCCCC2)CC1.[CH2:40]([O:43][C:44]([O:46][C@H:47]1[C@H:52]([O:53][P:54]2(=[O:65])[O:60][CH2:59][C:58]3[CH:61]=[CH:62][CH:63]=[CH:64][C:57]=3[CH2:56][O:55]2)[C@@H:51]([CH2:66][O:67][CH2:68][C:69]2[CH:74]=[CH:73][CH:72]=[CH:71][CH:70]=2)[O:50][C@@H:49]([O:75][CH2:76][C@H:77]2[O:90][C@@H:81]([O:82][Si:83]([C:86]([CH3:89])([CH3:88])[CH3:87])([CH3:85])[CH3:84])[C@H:80]([N:91]=[N+:92]=[N-:93])[C@@H:79](O)[C@@H:78]2[O:95][CH2:96][C:97]2[CH:102]=[CH:101][CH:100]=[CH:99][CH:98]=2)[C@@H:48]1[NH:103][C:104](=[O:132])[CH2:105][C@H:106]([O:118][C:119](=[O:131])[CH2:120][CH2:121][CH2:122][CH2:123][CH2:124][CH2:125][CH2:126][CH2:127][CH2:128][CH2:129][CH3:130])[CH2:107][CH2:108][CH2:109][CH2:110][CH2:111][CH2:112][CH2:113][CH2:114][CH2:115][CH2:116][CH3:117])=[O:45])[CH:41]=[CH2:42]. The catalyst is C(Cl)Cl.CN(C1C=CN=CC=1)C. The product is [CH2:40]([O:43][C:44]([O:46][C@H:47]1[C@H:52]([O:53][P:54]2(=[O:65])[O:60][CH2:59][C:58]3[CH:61]=[CH:62][CH:63]=[CH:64][C:57]=3[CH2:56][O:55]2)[C@@H:51]([CH2:66][O:67][CH2:68][C:69]2[CH:70]=[CH:71][CH:72]=[CH:73][CH:74]=2)[O:50][C@@H:49]([O:75][CH2:76][C@H:77]2[O:90][C@@H:81]([O:82][Si:83]([C:86]([CH3:87])([CH3:89])[CH3:88])([CH3:84])[CH3:85])[C@H:80]([N:91]=[N+:92]=[N-:93])[C@@H:79]([O:12][C:11](=[O:13])[CH2:10][C@H:9]([O:8][CH2:1][C:2]3[CH:7]=[CH:6][CH:5]=[CH:4][CH:3]=3)[CH2:14][CH2:15][CH2:16][CH2:17][CH2:18][CH2:19][CH2:20][CH2:21][CH2:22][CH2:23][CH3:24])[C@@H:78]2[O:95][CH2:96][C:97]2[CH:98]=[CH:99][CH:100]=[CH:101][CH:102]=2)[C@@H:48]1[NH:103][C:104](=[O:132])[CH2:105][C@H:106]([O:118][C:119](=[O:131])[CH2:120][CH2:121][CH2:122][CH2:123][CH2:124][CH2:125][CH2:126][CH2:127][CH2:128][CH2:129][CH3:130])[CH2:107][CH2:108][CH2:109][CH2:110][CH2:111][CH2:112][CH2:113][CH2:114][CH2:115][CH2:116][CH3:117])=[O:45])[CH:41]=[CH2:42]. The yield is 0.860. (4) The reactants are Br[C:2]1[C:10]2[C:9](=[O:11])[N:8]([CH2:12][CH2:13][C:14]3[CH:23]=[CH:22][C:21]4[C:16](=[CH:17][CH:18]=[CH:19][CH:20]=4)[N:15]=3)[N:7]=[CH:6][C:5]=2[S:4][CH:3]=1.[N:24]1[CH:29]=[CH:28][C:27](B(O)O)=[CH:26][CH:25]=1.C([O-])([O-])=O.[K+].[K+]. The catalyst is CC(=O)OCC.CCCCCCC.C1C=CC(P(C2C=CC=CC=2)[C-]2C=CC=C2)=CC=1.C1C=CC(P(C2C=CC=CC=2)[C-]2C=CC=C2)=CC=1.Cl[Pd]Cl.[Fe+2]. The product is [N:24]1[CH:29]=[CH:28][C:27]([C:2]2[C:10]3[C:9](=[O:11])[N:8]([CH2:12][CH2:13][C:14]4[CH:23]=[CH:22][C:21]5[C:16](=[CH:17][CH:18]=[CH:19][CH:20]=5)[N:15]=4)[N:7]=[CH:6][C:5]=3[S:4][CH:3]=2)=[CH:26][CH:25]=1. The yield is 0.694. (5) The reactants are [CH2:1]([CH:10](N)[CH2:11][C:12]1[CH:17]=[CH:16][C:15]([O:18][CH3:19])=[CH:14][CH:13]=1)[C:2]1[CH:7]=[CH:6][C:5](OC)=CC=1.[CH2:21]([C:28]1[CH:33]=[C:32]([Cl:34])[CH:31]=[CH:30][C:29]=1[O:35][CH2:36][CH2:37][CH2:38]Br)[C:22]1[CH:27]=[CH:26][CH:25]=[CH:24][CH:23]=1.C([N:43](C(C)C)CC)(C)C.[C:49]([O-:52])(O)=O.[Na+]. The yield is 0.870. The product is [CH2:21]([C:28]1[CH:33]=[C:32]([Cl:34])[CH:31]=[CH:30][C:29]=1[O:35][CH2:36][CH2:37][CH2:38][NH:43][CH:11]([C:10]1[CH:1]=[CH:2][C:7]([O:52][CH3:49])=[CH:6][CH:5]=1)[C:12]1[CH:13]=[CH:14][C:15]([O:18][CH3:19])=[CH:16][CH:17]=1)[C:22]1[CH:27]=[CH:26][CH:25]=[CH:24][CH:23]=1. The catalyst is O1CCOCC1.CCOC(C)=O. (6) The reactants are [CH2:1]([O:3][P:4]([C:9]([F:35])([F:34])[CH2:10][CH2:11][O:12][CH2:13][CH2:14][O:15][C:16]1[CH:31]=[CH:30][C:19](/[CH:20]=[C:21](\[C:27](=O)[CH3:28])/[C:22](OCC)=[O:23])=[C:18]([O:32][CH3:33])[CH:17]=1)([O:6][CH2:7][CH3:8])=[O:5])[CH3:2].C(=O)(O)O.[NH2:40][C:41]([NH2:43])=[NH:42]. The catalyst is CO.O.CCOC(C)=O. The product is [NH2:43][C:41]1[N:42]=[C:22]([OH:23])[C:21]([CH2:20][C:19]2[CH:30]=[CH:31][C:16]([O:15][CH2:14][CH2:13][O:12][CH2:11][CH2:10][C:9]([P:4](=[O:5])([O:6][CH2:7][CH3:8])[O:3][CH2:1][CH3:2])([F:35])[F:34])=[CH:17][C:18]=2[O:32][CH3:33])=[C:27]([CH3:28])[N:40]=1. The yield is 0.150. (7) The reactants are ClC(Cl)(O[C:5](=[O:11])[O:6][C:7](Cl)(Cl)Cl)Cl.[Cl:13][C:14]1[C:15]([O:24][C:25]2[CH:30]=[C:29]([O:31][CH2:32][CH2:33][O:34][CH3:35])[CH:28]=[CH:27][C:26]=2/[CH:36]=[CH:37]/CO)=[N:16][CH:17]=[C:18]([C:20]([F:23])([F:22])[F:21])[CH:19]=1.[CH2:40]([S:45]([NH2:48])(=[O:47])=[O:46])[CH2:41][CH2:42][CH2:43][CH3:44].C(N(CC)C(C)C)(C)C.Cl. The catalyst is C1(C)C=CC=CC=1.CN(C)C1C=CN=CC=1.C(OCC)(=O)C.O1CCCC1.N1C=CC=CC=1. The product is [CH2:40]([S:45]([NH:48][C:5](=[O:11])[O:6][CH2:7]/[CH:37]=[CH:36]/[C:26]1[CH:27]=[CH:28][C:29]([O:31][CH2:32][CH2:33][O:34][CH3:35])=[CH:30][C:25]=1[O:24][C:15]1[C:14]([Cl:13])=[CH:19][C:18]([C:20]([F:23])([F:22])[F:21])=[CH:17][N:16]=1)(=[O:47])=[O:46])[CH2:41][CH2:42][CH2:43][CH3:44]. The yield is 0.0300. (8) The reactants are [Cl:1][C:2]1[CH:10]=[CH:9][C:8]([C:11]2[CH:12]=[CH:13][C:14]3[O:18][C:17]([C:19]4[CH:24]=[CH:23][C:22]([F:25])=[CH:21][CH:20]=4)=[C:16]([C:26](=[O:29])[NH:27][CH3:28])[C:15]=3[CH:30]=2)=[CH:7][C:3]=1[C:4]([OH:6])=O.[CH3:31][CH:32]([CH3:35])[CH2:33][NH2:34].C(N(C(C)C)C(C)C)C.CN(C(ON1N=NC2C=CC=NC1=2)=[N+](C)C)C.F[P-](F)(F)(F)(F)F. The catalyst is ClCCl.C(#N)C.CN(C=O)C. The product is [Cl:1][C:2]1[CH:10]=[CH:9][C:8]([C:11]2[CH:12]=[CH:13][C:14]3[O:18][C:17]([C:19]4[CH:20]=[CH:21][C:22]([F:25])=[CH:23][CH:24]=4)=[C:16]([C:26]([NH:27][CH3:28])=[O:29])[C:15]=3[CH:30]=2)=[CH:7][C:3]=1[C:4](=[O:6])[NH:34][CH2:33][CH:32]([CH3:35])[CH3:31]. The yield is 0.480. (9) The reactants are CS(C)=O.C(Cl)(=O)C(Cl)=O.[Cl:11][C:12]1[C:13]([CH:18]([CH3:21])[CH2:19][OH:20])=[N:14][CH:15]=[CH:16][CH:17]=1. The catalyst is C(Cl)Cl. The product is [Cl:11][C:12]1[C:13]([CH:18]([CH3:21])[CH:19]=[O:20])=[N:14][CH:15]=[CH:16][CH:17]=1. The yield is 0.970.